Dataset: Catalyst prediction with 721,799 reactions and 888 catalyst types from USPTO. Task: Predict which catalyst facilitates the given reaction. (1) Reactant: [F:1][C:2]([F:41])([F:40])[C:3]1[CH:4]=[C:5]([C@H:13]2[O:17][C:16](=[O:18])[N:15]([CH2:19][C:20]3[CH:25]=[C:24](Br)[CH:23]=[CH:22][C:21]=3[C:27]3[CH:32]=[C:31]([CH:33]([CH3:35])[CH3:34])[C:30]([F:36])=[CH:29][C:28]=3[O:37][CH3:38])[C@H:14]2[CH3:39])[CH:6]=[C:7]([C:9]([F:12])([F:11])[F:10])[CH:8]=1.Cl[C:43]1[CH:48]=CC(C(C)C)=C[C:44]=1B(O)O.[OH-].[K+]. Product: [F:1][C:2]([F:41])([F:40])[C:3]1[CH:4]=[C:5]([C@H:13]2[O:17][C:16](=[O:18])[N:15]([CH2:19][C:20]3[CH:25]=[C:24]([C:43]([CH3:48])=[CH2:44])[CH:23]=[CH:22][C:21]=3[C:27]3[CH:32]=[C:31]([CH:33]([CH3:35])[CH3:34])[C:30]([F:36])=[CH:29][C:28]=3[O:37][CH3:38])[C@H:14]2[CH3:39])[CH:6]=[C:7]([C:9]([F:12])([F:11])[F:10])[CH:8]=1. The catalyst class is: 75. (2) Reactant: Cl[S:2]([CH2:5][CH2:6][CH2:7][NH:8][C:9](=[O:11])[CH3:10])(=[O:4])=[O:3].[OH:12][CH2:13][C:14]([CH3:28])([CH3:27])[C:15]([O:17][CH2:18][C:19]1[CH:24]=[CH:23][C:22]([O:25][CH3:26])=[CH:21][CH:20]=1)=[O:16].C(N(CC)CC)C. The catalyst class is: 154. Product: [C:9]([NH:8][CH2:7][CH2:6][CH2:5][S:2]([O:12][CH2:13][C:14]([CH3:28])([CH3:27])[C:15]([O:17][CH2:18][C:19]1[CH:20]=[CH:21][C:22]([O:25][CH3:26])=[CH:23][CH:24]=1)=[O:16])(=[O:4])=[O:3])(=[O:11])[CH3:10]. (3) Reactant: [CH3:1][N:2]1[C:6]([CH3:8])(O)[C:5]([C:9]2[CH:14]=[CH:13][CH:12]=[CH:11][CH:10]=2)=[CH:4][C:3]1=[O:15].O=P12OP3(OP(OP(O3)(O1)=O)(=O)O2)=O. Product: [CH3:1][N:2]1[C:6](=[CH2:8])[C:5]([C:9]2[CH:14]=[CH:13][CH:12]=[CH:11][CH:10]=2)=[CH:4][C:3]1=[O:15]. The catalyst class is: 4. (4) Reactant: [OH:1][C:2]1[CH:10]=[CH:9][C:5]([C:6]([NH2:8])=[O:7])=[CH:4][CH:3]=1.F[C:12]1[CH:19]=[CH:18][C:15]([CH:16]=[O:17])=[CH:14][CH:13]=1.C([O-])([O-])=O.[K+].[K+]. Product: [CH:16]([C:15]1[CH:18]=[CH:19][C:12]([O:1][C:2]2[CH:10]=[CH:9][C:5]([C:6]([NH2:8])=[O:7])=[CH:4][CH:3]=2)=[CH:13][CH:14]=1)=[O:17]. The catalyst class is: 16. (5) Reactant: [Cl:1][C:2]1[N:10]=[C:9]2[C:5]([N:6]([CH2:11][C@H:12]3[CH2:17][CH2:16][C@H:15]([CH3:18])[CH2:14][CH2:13]3)[CH:7]=[N:8]2)=[C:4](Cl)[N:3]=1.[Cl:20][C:21]1[CH:22]=[C:23](B(O)O)[CH:24]=[CH:25][CH:26]=1.C([O-])([O-])=O.[Na+].[Na+]. Product: [Cl:1][C:2]1[N:10]=[C:9]2[C:5]([N:6]([CH2:11][C@H:12]3[CH2:17][CH2:16][C@H:15]([CH3:18])[CH2:14][CH2:13]3)[CH:7]=[N:8]2)=[C:4]([C:25]2[CH:24]=[CH:23][CH:22]=[C:21]([Cl:20])[CH:26]=2)[N:3]=1. The catalyst class is: 206. (6) The catalyst class is: 259. Product: [CH3:10][N:11]([CH:19]1[CH2:24][CH2:23][N:22]([CH2:25][C:26]2([CH3:29])[O:27][C:2]3=[N:6][C:5]([N+:7]([O-:9])=[O:8])=[CH:4][N:3]3[CH2:28]2)[CH2:21][CH2:20]1)[C:12](=[O:18])[O:13][C:14]([CH3:17])([CH3:15])[CH3:16]. Reactant: Cl[C:2]1[NH:3][CH:4]=[C:5]([N+:7]([O-:9])=[O:8])[N:6]=1.[CH3:10][N:11]([CH:19]1[CH2:24][CH2:23][N:22]([CH2:25][C:26]2([CH3:29])[CH2:28][O:27]2)[CH2:21][CH2:20]1)[C:12](=[O:18])[O:13][C:14]([CH3:17])([CH3:16])[CH3:15].C([O-])(=O)C.[Na+]. (7) Reactant: C([O:4][CH2:5][C@@:6]([NH:40]C(=O)C)([CH3:39])[CH2:7][CH2:8][C:9]1[N:10]([CH3:38])[C:11]([C:14]([O:25]C(=O)CCCC2C=CC(C)=CC=2)=[CH:15][CH2:16][CH2:17][C:18]2[CH:23]=[CH:22][C:21]([CH3:24])=[CH:20][CH:19]=2)=[CH:12][CH:13]=1)(=O)C.O.[OH-].[Li+].C(Cl)Cl. Product: [NH2:40][C@:6]([CH3:39])([CH2:7][CH2:8][C:9]1[N:10]([CH3:38])[C:11]([C:14](=[O:25])[CH2:15][CH2:16][CH2:17][C:18]2[CH:23]=[CH:22][C:21]([CH3:24])=[CH:20][CH:19]=2)=[CH:12][CH:13]=1)[CH2:5][OH:4]. The catalyst class is: 193. (8) Reactant: Br[C:2]1[CH:7]=[CH:6][C:5]([CH2:8][O:9][Si:10]([C:13]([CH3:16])([CH3:15])[CH3:14])([CH3:12])[CH3:11])=[CH:4][N:3]=1.[O:17]1CCC[CH2:18]1.C([Li])CCC.CN(C)C=O. Product: [Si:10]([O:9][CH2:8][C:5]1[CH:6]=[CH:7][C:2]([CH2:18][OH:17])=[N:3][CH:4]=1)([C:13]([CH3:16])([CH3:15])[CH3:14])([CH3:12])[CH3:11]. The catalyst class is: 27. (9) Reactant: N1(C(OC[CH:13]2[C:25]3[C:20](=CC=C[CH:24]=3)[C:19]3[C:14]2=[CH:15][CH:16]=[CH:17][CH:18]=3)=O)CCC[C@H]1C(O)=O.C1C=CC2N(O)N=[N:32]C=2C=1.C(N=C=NC(C)C)(C)C.N1(C(OCC2C3C(=CC=CC=3)C3C2=CC=CC=3)=O)CCC[C@H]1C(O)=O.C[N:71]([CH:73]=[O:74])C. Product: [NH2:32][C@H:24]([C:73]([NH2:71])=[O:74])[CH:25]([CH3:13])[CH3:20].[CH2:14]1[CH2:19][CH2:18][CH2:17][CH2:16][CH2:15]1. The catalyst class is: 3.